Dataset: Catalyst prediction with 721,799 reactions and 888 catalyst types from USPTO. Task: Predict which catalyst facilitates the given reaction. (1) Reactant: [NH:1]1[C:9]2[C:4](=[CH:5][CH:6]=[CH:7][CH:8]=2)[C:3](/[CH:10]=[C:11]2\[O:12][C:13]3[C:20]([CH:21]([N:23]4[CH2:28][CH2:27][N:26](C(OC(C)(C)C)=O)[CH2:25][CH2:24]4)[CH3:22])=[C:19]([O:36][CH3:37])[CH:18]=[CH:17][C:14]=3[C:15]\2=[O:16])=[N:2]1.Cl. Product: [NH:1]1[C:9]2[C:4](=[CH:5][CH:6]=[CH:7][CH:8]=2)[C:3](/[CH:10]=[C:11]2\[O:12][C:13]3[C:20]([CH:21]([N:23]4[CH2:24][CH2:25][NH:26][CH2:27][CH2:28]4)[CH3:22])=[C:19]([O:36][CH3:37])[CH:18]=[CH:17][C:14]=3[C:15]\2=[O:16])=[N:2]1. The catalyst class is: 135. (2) Reactant: [CH:1]1([C:6]([O:8][CH2:9][O:10][C:11]2[N:16]=[C:15]([NH:17]C=O)[C:14]([F:20])=[CH:13][N:12]=2)=[O:7])[CH2:5][CH2:4][CH2:3][CH2:2]1.C(O)C.O.NN. Product: [CH:1]1([C:6]([O:8][CH2:9][O:10][C:11]2[N:16]=[C:15]([NH2:17])[C:14]([F:20])=[CH:13][N:12]=2)=[O:7])[CH2:5][CH2:4][CH2:3][CH2:2]1. The catalyst class is: 28. (3) Reactant: [CH3:16][C:11]1([CH3:17])[C:12]([CH3:15])([CH3:14])[O:13][B:9]([B:9]2[O:13][C:12]([CH3:15])([CH3:14])[C:11]([CH3:17])([CH3:16])[O:10]2)[O:10]1.N[C:20]1[CH:25]=[CH:24][C:23]([N:26]2[CH2:31][CH2:30][CH:29]([C:32]([O:34][CH2:35][CH3:36])=[O:33])[CH2:28][CH2:27]2)=[CH:22][CH:21]=1.CCOC(C)=O. Product: [CH3:17][C:11]1([CH3:16])[O:10][B:9]([C:20]2[CH:21]=[CH:22][C:23]([N:26]3[CH2:31][CH2:30][CH:29]([C:32]([O:34][CH2:35][CH3:36])=[O:33])[CH2:28][CH2:27]3)=[CH:24][CH:25]=2)[O:13][C:12]1([CH3:14])[CH3:15]. The catalyst class is: 23. (4) Reactant: [F:1][C:2]1[CH:10]=[C:9]2[C:5]([CH:6]=[CH:7][N:8]2[Si](C(C)C)(C(C)C)C(C)C)=[CH:4][C:3]=1[CH:21]=O.[NH2:23][OH:24].Cl. Product: [F:1][C:2]1[CH:10]=[C:9]2[C:5]([CH:6]=[CH:7][NH:8]2)=[CH:4][C:3]=1[CH:21]=[N:23][OH:24]. The catalyst class is: 547. (5) Reactant: [H-].[Na+].[O:3]=[C:4]1[CH2:10][CH2:9][N:8]([C:11]([O:13][C:14]([CH3:17])([CH3:16])[CH3:15])=[O:12])[CH2:7][CH2:6][NH:5]1.[CH2:18](Br)[C:19]1[CH:24]=[CH:23][CH:22]=[CH:21][CH:20]=1. Product: [CH2:18]([N:5]1[C:4](=[O:3])[CH2:10][CH2:9][N:8]([C:11]([O:13][C:14]([CH3:17])([CH3:16])[CH3:15])=[O:12])[CH2:7][CH2:6]1)[C:19]1[CH:24]=[CH:23][CH:22]=[CH:21][CH:20]=1. The catalyst class is: 20. (6) Reactant: C(OC([NH:8][CH2:9][C:10]1[N:11]([CH2:33][CH:34]([CH3:36])[CH3:35])[C:12](=[O:32])[C:13]2[C:18]([C:19]=1[C:20]1[CH:25]=[CH:24][C:23]([F:26])=[CH:22][CH:21]=1)=[CH:17][C:16](/[CH:27]=[CH:28]/[C:29]([NH2:31])=[O:30])=[CH:15][CH:14]=2)=O)(C)(C)C.[ClH:37]. Product: [ClH:37].[NH2:8][CH2:9][C:10]1[N:11]([CH2:33][CH:34]([CH3:36])[CH3:35])[C:12](=[O:32])[C:13]2[C:18]([C:19]=1[C:20]1[CH:21]=[CH:22][C:23]([F:26])=[CH:24][CH:25]=1)=[CH:17][C:16](/[CH:27]=[CH:28]/[C:29]([NH2:31])=[O:30])=[CH:15][CH:14]=2. The catalyst class is: 13.